Regression. Given a peptide amino acid sequence and an MHC pseudo amino acid sequence, predict their binding affinity value. This is MHC class II binding data. From a dataset of Peptide-MHC class II binding affinity with 134,281 pairs from IEDB. The peptide sequence is EKKYFAATQFNPLAA. The MHC is HLA-DPA10201-DPB10101 with pseudo-sequence HLA-DPA10201-DPB10101. The binding affinity (normalized) is 0.698.